Dataset: Peptide-MHC class I binding affinity with 185,985 pairs from IEDB/IMGT. Task: Regression. Given a peptide amino acid sequence and an MHC pseudo amino acid sequence, predict their binding affinity value. This is MHC class I binding data. (1) The peptide sequence is WDAYIPHYV. The MHC is HLA-A66:01 with pseudo-sequence HLA-A66:01. The binding affinity (normalized) is 0.213. (2) The peptide sequence is NYILCYRKPH. The MHC is HLA-A03:01 with pseudo-sequence HLA-A03:01. The binding affinity (normalized) is 0.207.